Dataset: Catalyst prediction with 721,799 reactions and 888 catalyst types from USPTO. Task: Predict which catalyst facilitates the given reaction. (1) The catalyst class is: 7. Product: [CH3:1][C:2]([CH2:13][CH2:14][CH3:15])([CH2:8][OH:9])[CH2:3][OH:4]. Reactant: [CH3:1][C:2]([CH2:13][CH2:14][CH3:15])([C:8](OCC)=[O:9])[C:3](OCC)=[O:4].[H-].[Al+3].[Li+].[H-].[H-].[H-].O.C(OCC)(=O)C. (2) Reactant: [Br:1][C:2]1[CH:3]=[CH:4][C:5]([NH:8][C:9]([NH2:11])=[S:10])=[N:6][CH:7]=1.[CH2:12]([O:14][C:15](=[O:20])[C:16](=O)[CH2:17]Br)[CH3:13].O. Product: [CH2:12]([O:14][C:15]([C:16]1[N:11]=[C:9]([NH:8][C:5]2[CH:4]=[CH:3][C:2]([Br:1])=[CH:7][N:6]=2)[S:10][CH:17]=1)=[O:20])[CH3:13]. The catalyst class is: 3.